From a dataset of Forward reaction prediction with 1.9M reactions from USPTO patents (1976-2016). Predict the product of the given reaction. (1) Given the reactants [CH2:1]([O:8][C:9](=[O:28])[NH:10][C:11]1([C@H:14]([NH:18][C:19]2[CH:24]=[N:23][C:22]([C:25]#[N:26])=[C:21](Cl)[N:20]=2)[CH:15]2[CH2:17][CH2:16]2)[CH2:13][CH2:12]1)[C:2]1[CH:7]=[CH:6][CH:5]=[CH:4][CH:3]=1.[N:29]1[CH:34]=[CH:33][CH:32]=[N:31][C:30]=1[C:35]1[CH:36]=[C:37]([CH:39]=[CH:40][CH:41]=1)[NH2:38].C1C=CC(P(C2C(C3C(P(C4C=CC=CC=4)C4C=CC=CC=4)=CC=C4C=3C=CC=C4)=C3C(C=CC=C3)=CC=2)C2C=CC=CC=2)=CC=1.C([O-])([O-])=O.[K+].[K+], predict the reaction product. The product is: [CH2:1]([O:8][C:9](=[O:28])[NH:10][C:11]1([C@H:14]([NH:18][C:19]2[CH:24]=[N:23][C:22]([C:25]#[N:26])=[C:21]([NH:38][C:37]3[CH:39]=[CH:40][CH:41]=[C:35]([C:30]4[N:29]=[CH:34][CH:33]=[CH:32][N:31]=4)[CH:36]=3)[N:20]=2)[CH:15]2[CH2:17][CH2:16]2)[CH2:13][CH2:12]1)[C:2]1[CH:7]=[CH:6][CH:5]=[CH:4][CH:3]=1. (2) Given the reactants [CH3:1][N:2]1[CH:6]=[C:5]([CH2:7][OH:8])[N:4]=[C:3]1[CH3:9], predict the reaction product. The product is: [CH3:1][N:2]1[CH:6]=[C:5]([CH:7]=[O:8])[N:4]=[C:3]1[CH3:9]. (3) Given the reactants [NH2:1][C:2]1[N:10]=[C:9]([NH:11][C@H:12]2[CH2:16][CH2:15][CH2:14][C@@H:13]2[O:17]CC2C=CC=CC=2)[N:8]=[C:7]2[C:3]=1[N:4]=[CH:5][N:6]2[C@@H:25]1[CH2:29][C@H:28]([N:30]2[CH:34]=[C:33]([CH3:35])[CH:32]=[N:31]2)[C@@H:27]([OH:36])[C@H:26]1[OH:37].FC(F)(F)C(O)=O.NC1N=C(N[C@@H]2CCC[C@H]2O)N=C2C=1N=CN2[C@@H]1C[C@H](N2C=C(C)C=N2)[C@@H](O)[C@H]1O, predict the reaction product. The product is: [NH2:1][C:2]1[N:10]=[C:9]([NH:11][C@H:12]2[CH2:16][CH2:15][CH2:14][C@@H:13]2[OH:17])[N:8]=[C:7]2[C:3]=1[N:4]=[CH:5][N:6]2[C@@H:25]1[CH2:29][C@H:28]([N:30]2[CH:34]=[C:33]([CH3:35])[CH:32]=[N:31]2)[C@@H:27]([OH:36])[C@H:26]1[OH:37]. (4) Given the reactants [CH2:1]([O:3][C:4]([C:6]1[N:7]=[C:8]([CH:11]2[CH2:16][CH2:15][NH:14][CH2:13][CH2:12]2)[S:9][CH:10]=1)=[O:5])[CH3:2].[CH3:17][N:18]([CH3:28])[C:19]1[CH:24]=[CH:23][C:22]([N:25]=[C:26]=[S:27])=[CH:21][CH:20]=1, predict the reaction product. The product is: [CH2:1]([O:3][C:4]([C:6]1[N:7]=[C:8]([CH:11]2[CH2:16][CH2:15][N:14]([C:26](=[S:27])[NH:25][C:22]3[CH:23]=[CH:24][C:19]([N:18]([CH3:17])[CH3:28])=[CH:20][CH:21]=3)[CH2:13][CH2:12]2)[S:9][CH:10]=1)=[O:5])[CH3:2].